Task: Regression. Given two drug SMILES strings and cell line genomic features, predict the synergy score measuring deviation from expected non-interaction effect.. Dataset: NCI-60 drug combinations with 297,098 pairs across 59 cell lines Synergy scores: CSS=18.0, Synergy_ZIP=-2.61, Synergy_Bliss=-3.65, Synergy_Loewe=-10.7, Synergy_HSA=-1.67. Cell line: MCF7. Drug 2: CC1=C(C(=O)C2=C(C1=O)N3CC4C(C3(C2COC(=O)N)OC)N4)N. Drug 1: C1CC(C1)(C(=O)O)C(=O)O.[NH2-].[NH2-].[Pt+2].